Dataset: Forward reaction prediction with 1.9M reactions from USPTO patents (1976-2016). Task: Predict the product of the given reaction. (1) Given the reactants [OH:1]O.[Cl:3][C:4]1[CH:5]=[C:6]([C:11]2([C:34]([F:37])([F:36])[F:35])[O:15][N:14]=[C:13]([C:16]3[C:25]4[C:20](=[CH:21][CH:22]=[CH:23][CH:24]=4)[C:19]([C:26]([NH:28][CH2:29][CH2:30][S:31]([CH3:33])=[O:32])=[O:27])=[CH:18][CH:17]=3)[CH2:12]2)[CH:7]=[C:8]([Cl:10])[CH:9]=1.[OH-].[Na+], predict the reaction product. The product is: [Cl:10][C:8]1[CH:7]=[C:6]([C:11]2([C:34]([F:36])([F:35])[F:37])[O:15][N:14]=[C:13]([C:16]3[C:25]4[C:20](=[CH:21][CH:22]=[CH:23][CH:24]=4)[C:19]([C:26]([NH:28][CH2:29][CH2:30][S:31]([CH3:33])(=[O:1])=[O:32])=[O:27])=[CH:18][CH:17]=3)[CH2:12]2)[CH:5]=[C:4]([Cl:3])[CH:9]=1. (2) Given the reactants [C:1]([C:3]1[C:4]([N:16]2[CH2:19][CH:18]([C:20]([OH:22])=O)[CH2:17]2)=[N:5][C:6]([CH2:14][CH3:15])=[C:7]([C:9]([O:11][CH2:12][CH3:13])=[O:10])[CH:8]=1)#[N:2].CCN=C=NCCCN(C)C.C1C=CC2N(O)N=NC=2C=1.O.[C:45]1([CH2:51][S:52]([NH2:55])(=[O:54])=[O:53])[CH:50]=[CH:49][CH:48]=[CH:47][CH:46]=1.CCN(C(C)C)C(C)C, predict the reaction product. The product is: [CH2:51]([S:52]([NH:55][C:20]([CH:18]1[CH2:17][N:16]([C:4]2[C:3]([C:1]#[N:2])=[CH:8][C:7]([C:9]([O:11][CH2:12][CH3:13])=[O:10])=[C:6]([CH2:14][CH3:15])[N:5]=2)[CH2:19]1)=[O:22])(=[O:54])=[O:53])[C:45]1[CH:50]=[CH:49][CH:48]=[CH:47][CH:46]=1.